From a dataset of Reaction yield outcomes from USPTO patents with 853,638 reactions. Predict the reaction yield, written as a fraction of the theoretical maximum amount of product (1.0 means a 100% yield; for example, 0.34 means a 34% yield). (1) The reactants are [F:1][C:2]1[C:10]([F:11])=[CH:9][CH:8]=[C:7]([O:12][CH2:13][C:14]([CH3:16])=[CH2:15])[C:3]=1[C:4]([OH:6])=[O:5].Cl[CH2:18][C:19]([CH3:21])=[CH2:20].C(=O)([O-])[O-].[K+].[K+]. The catalyst is CN(C=O)C. The product is [F:1][C:2]1[C:10]([F:11])=[CH:9][CH:8]=[C:7]([O:12][CH2:13][C:14]([CH3:16])=[CH2:15])[C:3]=1[C:4]([O:6][CH2:20][C:19]([CH3:21])=[CH2:18])=[O:5]. The yield is 0.870. (2) The yield is 0.620. The reactants are [F:1][C:2]1[CH:3]=[C:4]([CH:6]=[CH:7][C:8]=1[O:9][C:10]1[C:19]2[C:14](=[CH:15][C:16]([O:22][CH2:23][CH2:24][CH2:25][N:26]3[CH2:31][CH2:30][O:29][CH2:28][CH2:27]3)=[C:17]([O:20][CH3:21])[CH:18]=2)[N:13]=[CH:12][CH:11]=1)[NH2:5].[CH2:32]([N:39]1[CH:44]=[CH:43][CH:42]=[C:41]([C:45](O)=[O:46])[C:40]1=[O:48])[C:33]1[CH:38]=[CH:37][CH:36]=[CH:35][CH:34]=1. No catalyst specified. The product is [CH2:32]([N:39]1[CH:44]=[CH:43][CH:42]=[C:41]([C:45]([NH:5][C:4]2[CH:6]=[CH:7][C:8]([O:9][C:10]3[C:19]4[C:14](=[CH:15][C:16]([O:22][CH2:23][CH2:24][CH2:25][N:26]5[CH2:31][CH2:30][O:29][CH2:28][CH2:27]5)=[C:17]([O:20][CH3:21])[CH:18]=4)[N:13]=[CH:12][CH:11]=3)=[C:2]([F:1])[CH:3]=2)=[O:46])[C:40]1=[O:48])[C:33]1[CH:34]=[CH:35][CH:36]=[CH:37][CH:38]=1. (3) The reactants are [C:1]([O:5][P:6]([O:13][CH2:14][CH2:15][N:16]([CH2:27]C)[C:17](=[O:26])[O:18][CH2:19][C:20]1[CH:25]=[CH:24][CH:23]=[CH:22][CH:21]=1)([O:8][C:9]([CH3:12])([CH3:11])[CH3:10])=[O:7])([CH3:4])([CH3:3])[CH3:2].OCCN(C)C(=O)OCC1C=CC=CC=1. No catalyst specified. The product is [C:1]([O:5][P:6]([O:13][CH2:14][CH2:15][N:16]([CH3:27])[C:17](=[O:26])[O:18][CH2:19][C:20]1[CH:25]=[CH:24][CH:23]=[CH:22][CH:21]=1)([O:8][C:9]([CH3:12])([CH3:11])[CH3:10])=[O:7])([CH3:2])([CH3:3])[CH3:4]. The yield is 0.670. (4) The reactants are [OH:1][CH2:2][CH2:3][CH2:4][N+:5]1[C:9]2[CH:10]=[CH:11][CH:12]=[CH:13][C:8]=2[S:7][C:6]=1[CH3:14].[I-:15].[OH:16][CH2:17][CH2:18][CH2:19][N+:20]1[C:29]2[C:24](=[CH:25][CH:26]=[CH:27][CH:28]=2)[CH:23]=[CH:22][CH:21]=1.CCN(CC)CC. The catalyst is C(Cl)Cl.CO. The product is [I-:15].[OH:1][CH2:2][CH2:3][CH2:4][N+:5]1[C:9]2[CH:10]=[CH:11][CH:12]=[CH:13][C:8]=2[S:7][C:6]=1[CH:14]=[C:23]1[C:24]2[C:29](=[CH:28][CH:27]=[CH:26][CH:25]=2)[N:20]([CH2:19][CH2:18][CH2:17][OH:16])[CH:21]=[CH:22]1. The yield is 0.390. (5) The reactants are [N:1]1([CH2:6][CH2:7][OH:8])[CH2:5][CH2:4][CH2:3][CH2:2]1.[Cl:9][C:10]1[CH:11]=[C:12]([CH:25]=[CH:26][C:27]=1[O:28][CH2:29][C:30]1[CH:35]=[CH:34][CH:33]=[C:32]([F:36])[CH:31]=1)[NH:13][C:14]1[C:23]2[C:18](=[CH:19][CH:20]=[CH:21][C:22]=2F)[N:17]=[CH:16][N:15]=1. No catalyst specified. The product is [Cl:9][C:10]1[CH:11]=[C:12]([CH:25]=[CH:26][C:27]=1[O:28][CH2:29][C:30]1[CH:35]=[CH:34][CH:33]=[C:32]([F:36])[CH:31]=1)[NH:13][C:14]1[C:23]2[C:18](=[CH:19][CH:20]=[CH:21][C:22]=2[O:8][CH2:7][CH2:6][N:1]2[CH2:5][CH2:4][CH2:3][CH2:2]2)[N:17]=[CH:16][N:15]=1. The yield is 0.220.